This data is from Reaction yield outcomes from USPTO patents with 853,638 reactions. The task is: Predict the reaction yield, written as a fraction of the theoretical maximum amount of product (1.0 means a 100% yield; for example, 0.34 means a 34% yield). The reactants are Cl[C:2]1[S:3][C:4]2[CH:10]=[C:9]([Cl:11])[CH:8]=[CH:7][C:5]=2[N:6]=1.[F:12][C:13]1[CH:19]=[C:18]([I:20])[CH:17]=[CH:16][C:14]=1[NH2:15].Cl. The catalyst is C(O)CCC. The product is [I:20][C:18]1[CH:17]=[CH:16][C:14]([NH:15][C:2]2[S:3][C:4]3[CH:10]=[C:9]([Cl:11])[CH:8]=[CH:7][C:5]=3[N:6]=2)=[C:13]([F:12])[CH:19]=1. The yield is 0.380.